From a dataset of Catalyst prediction with 721,799 reactions and 888 catalyst types from USPTO. Predict which catalyst facilitates the given reaction. (1) Reactant: C(C1C=CC(NC2CCC(O[CH2:17][C:18]([N:20]3[CH2:25][CH2:24][N:23]([C:26]4[CH:35]=[CH:34][C:33]5[C:28](=[CH:29][CH:30]=[C:31]([C:36]([F:39])([F:38])[F:37])[CH:32]=5)[N:27]=4)[CH2:22][CH2:21]3)=[O:19])CC2)=CC=1C(F)(F)F)#N.[H-].[Na+].IC. Product: [F:38][C:36]([F:37])([F:39])[C:31]1[CH:32]=[C:33]2[C:28](=[CH:29][CH:30]=1)[N:27]=[C:26]([N:23]1[CH2:22][CH2:21][N:20]([C:18](=[O:19])[CH3:17])[CH2:25][CH2:24]1)[CH:35]=[CH:34]2. The catalyst class is: 20. (2) Reactant: [C:1]([O:5][C:6]([N:8]1[CH2:13][CH2:12][C:11]([C:16]#[N:17])([CH2:14][OH:15])[CH2:10][CH2:9]1)=[O:7])([CH3:4])([CH3:3])[CH3:2].[CH3:18][S:19](Cl)(=[O:21])=[O:20]. Product: [C:1]([O:5][C:6]([N:8]1[CH2:13][CH2:12][C:11]([C:16]#[N:17])([CH2:14][O:15][S:19]([CH3:18])(=[O:21])=[O:20])[CH2:10][CH2:9]1)=[O:7])([CH3:4])([CH3:2])[CH3:3]. The catalyst class is: 571. (3) Reactant: C(=O)([O-])[O-].[Cs+].[Cs+].[F:7][C:8]1[CH:13]=[CH:12][C:11]([OH:14])=[C:10]([CH:15]([CH3:20])[C:16]([F:19])([F:18])[F:17])[CH:9]=1.CS(O[CH2:26][C@@H:27]([NH:29]C(OC(C)(C)C)=O)[CH3:28])(=O)=O. Product: [F:7][C:8]1[CH:13]=[CH:12][C:11]([O:14][CH2:26][C@@H:27]([NH2:29])[CH3:28])=[C:10]([CH:15]([CH3:20])[C:16]([F:17])([F:18])[F:19])[CH:9]=1. The catalyst class is: 35. (4) Reactant: C([O:3][C:4]([C:6]1[CH:7]=[CH:8][N:9]2[CH:13]=[CH:12][S:11][C:10]=12)=[O:5])C.[OH-].[Na+]. Product: [S:11]1[CH:12]=[CH:13][N:9]2[CH:8]=[CH:7][C:6]([C:4]([OH:5])=[O:3])=[C:10]12. The catalyst class is: 24. (5) Reactant: [Br:1][C:2]1[CH:3]=[C:4]2[C:9](=[CH:10][CH:11]=1)[C:8](=[O:12])[NH:7][CH:6]=[CH:5]2.[F:13][B-](F)(F)F.F[B-](F)(F)F.ClC[N+]12CC[N+](F)(CC1)CC2.CO.O=P(Cl)(Cl)Cl. Product: [Br:1][C:2]1[CH:3]=[C:4]2[C:9](=[CH:10][CH:11]=1)[C:8](=[O:12])[NH:7][CH:6]=[C:5]2[F:13]. The catalyst class is: 10. (6) Reactant: [NH:1]=[C:2]([NH:4][NH:5][C:6]([C:8]1[S:9][CH:10]=[C:11]([C:13]2[CH:18]=[CH:17][C:16]([O:19][C:20]([F:23])([F:22])[F:21])=[CH:15][CH:14]=2)[N:12]=1)=O)[CH3:3].O. Product: [CH3:3][C:2]1[NH:4][N:5]=[C:6]([C:8]2[S:9][CH:10]=[C:11]([C:13]3[CH:18]=[CH:17][C:16]([O:19][C:20]([F:23])([F:22])[F:21])=[CH:15][CH:14]=3)[N:12]=2)[N:1]=1. The catalyst class is: 196.